Predict which catalyst facilitates the given reaction. From a dataset of Catalyst prediction with 721,799 reactions and 888 catalyst types from USPTO. (1) Reactant: [F:1][C:2]1[CH:7]=[CH:6][C:5]([C:8](=[O:19])[CH2:9][C:10]2[CH:18]=[CH:17][C:13]([C:14]([OH:16])=O)=[CH:12][CH:11]=2)=[CH:4][CH:3]=1.[CH2:20]([NH:22][CH2:23][CH3:24])[CH3:21].O=C1N(P(Cl)(N2CCOC2=O)=O)CCO1.Cl. Product: [CH2:20]([N:22]([CH2:23][CH3:24])[C:14](=[O:16])[C:13]1[CH:12]=[CH:11][C:10]([CH2:9][C:8]([C:5]2[CH:4]=[CH:3][C:2]([F:1])=[CH:7][CH:6]=2)=[O:19])=[CH:18][CH:17]=1)[CH3:21]. The catalyst class is: 236. (2) Reactant: CS([C:5]1[N:10]=[C:9]([C:11]2[N:15]3[CH:16]=[CH:17][CH:18]=[CH:19][C:14]3=[N:13][C:12]=2[C:20]2[CH:25]=[CH:24][CH:23]=[C:22]([CH3:26])[N:21]=2)[CH:8]=[CH:7][N:6]=1)(=O)=O.[C:27]([O:31][C:32](=[O:40])[NH:33][CH2:34][CH2:35][CH2:36][CH2:37][CH2:38][NH2:39])([CH3:30])([CH3:29])[CH3:28]. Product: [C:27]([O:31][C:32](=[O:40])[NH:33][CH2:34][CH2:35][CH2:36][CH2:37][CH2:38][NH:39][C:5]1[N:10]=[C:9]([C:11]2[N:15]3[CH:16]=[CH:17][CH:18]=[CH:19][C:14]3=[N:13][C:12]=2[C:20]2[CH:25]=[CH:24][CH:23]=[C:22]([CH3:26])[N:21]=2)[CH:8]=[CH:7][N:6]=1)([CH3:30])([CH3:28])[CH3:29]. The catalyst class is: 10. (3) Reactant: [CH3:1][C:2]1[S:11][C:5]2[C:6](=[O:10])[NH:7][N:8]=[CH:9][C:4]=2[C:3]=1[CH3:12].C([O-])([O-])=O.[K+].[K+].Br[CH2:20][C:21]([O:23][CH2:24][CH3:25])=[O:22].O. Product: [CH3:1][C:2]1[S:11][C:5]2[C:6](=[O:10])[N:7]([CH2:20][C:21]([O:23][CH2:24][CH3:25])=[O:22])[N:8]=[CH:9][C:4]=2[C:3]=1[CH3:12]. The catalyst class is: 23.